Dataset: Peptide-MHC class II binding affinity with 134,281 pairs from IEDB. Task: Regression. Given a peptide amino acid sequence and an MHC pseudo amino acid sequence, predict their binding affinity value. This is MHC class II binding data. (1) The peptide sequence is IGGPVSSHNHIPGYK. The MHC is HLA-DQA10501-DQB10303 with pseudo-sequence HLA-DQA10501-DQB10303. The binding affinity (normalized) is 0.348. (2) The peptide sequence is ECTLFESLRDEEA. The MHC is HLA-DPA10201-DPB10101 with pseudo-sequence HLA-DPA10201-DPB10101. The binding affinity (normalized) is 0.458. (3) The peptide sequence is GELQIVAKIDAAFKI. The MHC is DRB1_0101 with pseudo-sequence DRB1_0101. The binding affinity (normalized) is 0.603. (4) The peptide sequence is GMFNMLSTV. The MHC is DRB1_0101 with pseudo-sequence DRB1_0101. The binding affinity (normalized) is 0.674. (5) The peptide sequence is FTFSPRRHWTTQGCNCSIYP. The MHC is DRB1_1501 with pseudo-sequence DRB1_1501. The binding affinity (normalized) is 0.431. (6) The peptide sequence is LFAAFPSFAGLRPTF. The MHC is HLA-DQA10501-DQB10301 with pseudo-sequence HLA-DQA10501-DQB10301. The binding affinity (normalized) is 0.629. (7) The peptide sequence is TPTSLLISWGHYPLH. The MHC is DRB1_0101 with pseudo-sequence DRB1_0101. The binding affinity (normalized) is 0.451.